From a dataset of Full USPTO retrosynthesis dataset with 1.9M reactions from patents (1976-2016). Predict the reactants needed to synthesize the given product. (1) The reactants are: [H-].[Na+].[C:3]([C:5]1[CH:10]=[CH:9][C:8]([CH:11]2[C:16]([C:17]([O:19][CH2:20][CH3:21])=[O:18])=[C:15]([CH3:22])[N:14]([C:23]3[CH:28]=[CH:27][CH:26]=[C:25]([C:29]([F:32])([F:31])[F:30])[CH:24]=3)[C:13](=[O:33])[NH:12]2)=[CH:7][CH:6]=1)#[N:4].[Br:34][C:35]1[CH:40]=[CH:39][CH:38]=[C:37]([CH2:41]Br)[CH:36]=1. Given the product [Br:34][C:35]1[CH:36]=[C:37]([CH:38]=[CH:39][CH:40]=1)[CH2:41][N:12]1[CH:11]([C:8]2[CH:9]=[CH:10][C:5]([C:3]#[N:4])=[CH:6][CH:7]=2)[C:16]([C:17]([O:19][CH2:20][CH3:21])=[O:18])=[C:15]([CH3:22])[N:14]([C:23]2[CH:28]=[CH:27][CH:26]=[C:25]([C:29]([F:30])([F:32])[F:31])[CH:24]=2)[C:13]1=[O:33], predict the reactants needed to synthesize it. (2) The reactants are: [Br:1][C:2]1[CH:3]=[C:4]([CH:8]=[CH:9][C:10]=1[CH3:11])[C:5]([OH:7])=O.C(Cl)(=O)C(Cl)=O.[C:18]1([O:24][CH2:25][CH3:26])[CH:23]=[CH:22][CH:21]=[CH:20][CH:19]=1.[Al+3].[Cl-].[Cl-].[Cl-]. Given the product [Br:1][C:2]1[CH:3]=[C:4]([C:5]([C:21]2[CH:22]=[CH:23][C:18]([O:24][CH2:25][CH3:26])=[CH:19][CH:20]=2)=[O:7])[CH:8]=[CH:9][C:10]=1[CH3:11], predict the reactants needed to synthesize it. (3) Given the product [CH2:16]([N:15]([CH2:18][CH3:19])[CH2:14][CH2:13][CH2:12][NH:11][S:8]([C:4]1[CH:3]=[C:2]([NH:20][C:21]2[CH:22]=[C:23]([CH:33]=[CH:34][CH:35]=2)[C:24]([NH:26][C:27]2[CH:32]=[CH:31][N:30]=[CH:29][CH:28]=2)=[O:25])[CH:7]=[CH:6][CH:5]=1)(=[O:10])=[O:9])[CH3:17], predict the reactants needed to synthesize it. The reactants are: Br[C:2]1[CH:3]=[C:4]([S:8]([NH:11][CH2:12][CH2:13][CH2:14][N:15]([CH2:18][CH3:19])[CH2:16][CH3:17])(=[O:10])=[O:9])[CH:5]=[CH:6][CH:7]=1.[NH2:20][C:21]1[CH:22]=[C:23]([CH:33]=[CH:34][CH:35]=1)[C:24]([NH:26][C:27]1[CH:32]=[CH:31][N:30]=[CH:29][CH:28]=1)=[O:25].CC(C1C=C(C(C)C)C(C2C=CC=CC=2P(C2CCCCC2)C2CCCCC2)=C(C(C)C)C=1)C.C([O-])([O-])=O.[K+].[K+]. (4) Given the product [Br:21][C:17]1[C:16]([F:22])=[CH:15][CH:14]=[C:13]2[C:18]=1[CH2:19][CH2:20][NH:11][CH:12]2[CH2:23][C:24]([O:26][CH3:27])=[O:25], predict the reactants needed to synthesize it. The reactants are: CO.S(=O)(=O)(O)O.C([N:11]1[CH2:20][CH2:19][C:18]2[C:13](=[CH:14][CH:15]=[C:16]([F:22])[C:17]=2[Br:21])[CH:12]1[CH2:23][C:24]([O:26][CH3:27])=[O:25])(=O)C.C([O-])(O)=O.[Na+]. (5) Given the product [C:1]([NH:4][C:5]1[S:6][C:7]2[CH:13]=[CH:12][CH:11]=[C:10]([O:14][C:15]3[N:20]=[CH:19][N:18]=[C:17]([C:21]4[CH:26]=[CH:25][C:24]([C:27]([F:29])([F:30])[F:28])=[CH:23][C:22]=4[NH:31][C:32]([C@@H:34]4[CH2:38][CH2:37][CH2:36][N:35]4[CH:42]4[CH2:44][CH2:43]4)=[O:33])[CH:16]=3)[C:8]=2[N:9]=1)(=[O:3])[CH3:2], predict the reactants needed to synthesize it. The reactants are: [C:1]([NH:4][C:5]1[S:6][C:7]2[CH:13]=[CH:12][CH:11]=[C:10]([O:14][C:15]3[N:20]=[CH:19][N:18]=[C:17]([C:21]4[CH:26]=[CH:25][C:24]([C:27]([F:30])([F:29])[F:28])=[CH:23][C:22]=4[NH:31][C:32]([C@@H:34]4[CH2:38][CH2:37][CH2:36][NH:35]4)=[O:33])[CH:16]=3)[C:8]=2[N:9]=1)(=[O:3])[CH3:2].C(O[C:42]1(O[Si](C)(C)C)[CH2:44][CH2:43]1)C.